From a dataset of Full USPTO retrosynthesis dataset with 1.9M reactions from patents (1976-2016). Predict the reactants needed to synthesize the given product. Given the product [CH:20]([S:17]([NH:16][C:13]1[CH:14]=[CH:15][C:10]([CH:8]([NH2:7])[CH3:9])=[CH:11][C:12]=1[CH:22]=[CH2:23])(=[O:18])=[O:19])=[CH2:21], predict the reactants needed to synthesize it. The reactants are: C(OC(=O)[NH:7][CH:8]([C:10]1[CH:15]=[CH:14][C:13]([NH:16][S:17]([CH:20]=[CH2:21])(=[O:19])=[O:18])=[C:12]([CH:22]=[CH2:23])[CH:11]=1)[CH3:9])(C)(C)C.C(O)(C(F)(F)F)=O.